This data is from Full USPTO retrosynthesis dataset with 1.9M reactions from patents (1976-2016). The task is: Predict the reactants needed to synthesize the given product. (1) The reactants are: [Si:1]([O:8][CH2:9][C:10]1([N:13]([CH2:18][C:19]2([OH:32])[CH2:24][CH2:23][N:22]([C:25]([O:27][C:28]([CH3:31])([CH3:30])[CH3:29])=[O:26])[CH2:21][CH2:20]2)[C:14](=[O:17])[CH2:15]Cl)[CH2:12][CH2:11]1)([C:4]([CH3:7])([CH3:6])[CH3:5])([CH3:3])[CH3:2].[H-].[Na+]. Given the product [Si:1]([O:8][CH2:9][C:10]1([N:13]2[CH2:18][C:19]3([CH2:24][CH2:23][N:22]([C:25]([O:27][C:28]([CH3:31])([CH3:30])[CH3:29])=[O:26])[CH2:21][CH2:20]3)[O:32][CH2:15][C:14]2=[O:17])[CH2:12][CH2:11]1)([C:4]([CH3:7])([CH3:6])[CH3:5])([CH3:3])[CH3:2], predict the reactants needed to synthesize it. (2) Given the product [ClH:37].[N:1]1[CH:6]=[CH:5][CH:4]=[CH:3][C:2]=1[N:7]([CH2:31][C:32]([O:34][CH2:35][CH3:36])=[O:33])[C:8]([C:10]1[CH:30]=[CH:29][C:13]2[N:14]([CH3:28])[C:15]([CH2:17][N:18]([C:20]3[CH:25]=[CH:24][C:23]([C:26](=[NH:42])[NH2:27])=[CH:22][CH:21]=3)[CH3:19])=[N:16][C:12]=2[CH:11]=1)=[O:9], predict the reactants needed to synthesize it. The reactants are: [N:1]1[CH:6]=[CH:5][CH:4]=[CH:3][C:2]=1[N:7]([CH2:31][C:32]([O:34][CH2:35][CH3:36])=[O:33])[C:8]([C:10]1[CH:30]=[CH:29][C:13]2[N:14]([CH3:28])[C:15]([CH2:17][N:18]([C:20]3[CH:25]=[CH:24][C:23]([C:26]#[N:27])=[CH:22][CH:21]=3)[CH3:19])=[N:16][C:12]=2[CH:11]=1)=[O:9].[ClH:37].C(=O)([O-])[O-].[NH4+:42].[NH4+]. (3) Given the product [C:1]([O:5][C:6]([C:8]1[C:16]2[CH2:15][C@@H:14]([CH2:17][NH:18][C:42]([NH:41][C:38]3[CH:39]=[CH:40][C:35]([O:28][C:29]4[CH:30]=[CH:31][CH:32]=[CH:33][CH:34]=4)=[CH:36][CH:37]=3)=[O:43])[N:13]([C@@H:19]([C:21]3[CH:26]=[CH:25][CH:24]=[CH:23][CH:22]=3)[CH3:20])[CH2:12][C:11]=2[S:10][C:9]=1[NH2:27])=[O:7])([CH3:2])([CH3:3])[CH3:4], predict the reactants needed to synthesize it. The reactants are: [C:1]([O:5][C:6]([C:8]1[C:16]2[CH2:15][C@@H:14]([CH2:17][NH2:18])[N:13]([C@H:19]([C:21]3[CH:26]=[CH:25][CH:24]=[CH:23][CH:22]=3)[CH3:20])[CH2:12][C:11]=2[S:10][C:9]=1[NH2:27])=[O:7])([CH3:4])([CH3:3])[CH3:2].[O:28]([C:35]1[CH:40]=[CH:39][C:38]([N:41]=[C:42]=[O:43])=[CH:37][CH:36]=1)[C:29]1[CH:34]=[CH:33][CH:32]=[CH:31][CH:30]=1. (4) Given the product [ClH:44].[NH2:10][C@@H:4]1[CH2:3][C@H:2]([OH:1])[C:7]([CH3:9])([CH3:8])[CH2:6][CH2:5]1, predict the reactants needed to synthesize it. The reactants are: [OH:1][C@H:2]1[C:7]([CH3:9])([CH3:8])[CH2:6][CH2:5][C@@H:4]([N:10]2C(=O)C3C(=CC=CC=3)C2=O)[CH2:3]1.O[C@@H]1C(C)(C)CC[C@H](N2C(=O)C3C(=CC=CC=3)C2=O)C1.O.NN.[ClH:44].Cl.N[C@H]1C[C@@H](O)C(C)(C)CC1. (5) Given the product [Br:1][C:2]1[CH:3]=[C:4]2[C:9](=[CH:10][CH:11]=1)[C:8]([CH3:13])([CH3:12])[C:7](=[O:14])[C:6]([C:15]([NH:29][CH2:28][C:27]([O:26][C:22]([CH3:25])([CH3:24])[CH3:23])=[O:30])=[O:16])=[C:5]2[OH:20], predict the reactants needed to synthesize it. The reactants are: [Br:1][C:2]1[CH:3]=[C:4]2[C:9](=[CH:10][CH:11]=1)[C:8]([CH3:13])([CH3:12])[C:7](=[O:14])[C:6]([C:15](OCC)=[O:16])=[C:5]2[OH:20].Cl.[C:22]([O:26][C:27](=[O:30])[CH2:28][NH2:29])([CH3:25])([CH3:24])[CH3:23].CCN(C(C)C)C(C)C. (6) The reactants are: [C:1]([Si:5]([O:8][C:9]1[CH:14]=[CH:13][C:12]([F:15])=[C:11]([CH3:16])[CH:10]=1)([CH3:7])[CH3:6])([CH3:4])([CH3:3])[CH3:2].[Br:17]N1C(=O)CCC1=O. Given the product [Br:17][CH2:16][C:11]1[CH:10]=[C:9]([CH:14]=[CH:13][C:12]=1[F:15])[O:8][Si:5]([C:1]([CH3:4])([CH3:3])[CH3:2])([CH3:7])[CH3:6], predict the reactants needed to synthesize it.